Dataset: Reaction yield outcomes from USPTO patents with 853,638 reactions. Task: Predict the reaction yield, written as a fraction of the theoretical maximum amount of product (1.0 means a 100% yield; for example, 0.34 means a 34% yield). (1) The reactants are [C:1]([S:20][CH2:21][C:22]1[CH:27]=[CH:26][C:25]([C:28]2([NH2:31])[CH2:30][CH2:29]2)=[CH:24][CH:23]=1)([C:14]1[CH:19]=[CH:18][CH:17]=[CH:16][CH:15]=1)([C:8]1[CH:13]=[CH:12][CH:11]=[CH:10][CH:9]=1)[C:2]1[CH:7]=[CH:6][CH:5]=[CH:4][CH:3]=1.[F:32][C:33]([F:44])([F:43])[C:34](O[C:34](=[O:35])[C:33]([F:44])([F:43])[F:32])=[O:35].C(N(CC)CC)C. The catalyst is C(Cl)Cl. The product is [F:32][C:33]([F:44])([F:43])[C:34]([NH:31][C:28]1([C:25]2[CH:26]=[CH:27][C:22]([CH2:21][S:20][C:1]([C:14]3[CH:19]=[CH:18][CH:17]=[CH:16][CH:15]=3)([C:8]3[CH:13]=[CH:12][CH:11]=[CH:10][CH:9]=3)[C:2]3[CH:3]=[CH:4][CH:5]=[CH:6][CH:7]=3)=[CH:23][CH:24]=2)[CH2:29][CH2:30]1)=[O:35]. The yield is 0.860. (2) The reactants are Br[C:2]1[CH:3]=[CH:4][C:5]([Cl:8])=[N:6][CH:7]=1.[C:9]1(=[O:14])[CH2:13][CH2:12][CH2:11][CH2:10]1. The catalyst is C(OCC)C. The product is [Cl:8][C:5]1[N:6]=[CH:7][C:2]([C:9]2([OH:14])[CH2:13][CH2:12][CH2:11][CH2:10]2)=[CH:3][CH:4]=1. The yield is 0.760. (3) The reactants are [CH:1]1[CH2:6][CH2:5][CH:4]=[CH:3][CH:2]=1.[C:7]1([S:13](/[CH:16]=[CH:17]/[S:18]([C:21]2[CH:26]=[CH:25][CH:24]=[CH:23][CH:22]=2)(=[O:20])=[O:19])(=[O:15])=[O:14])[CH:12]=[CH:11][CH:10]=[CH:9][CH:8]=1. The catalyst is C1(C)C=CC=CC=1. The product is [C:7]1([S:13]([CH:16]2[CH:17]([S:18]([C:21]3[CH:22]=[CH:23][CH:24]=[CH:25][CH:26]=3)(=[O:20])=[O:19])[CH:3]3[CH2:4][CH2:5][CH:6]2[CH:1]=[CH:2]3)(=[O:14])=[O:15])[CH:8]=[CH:9][CH:10]=[CH:11][CH:12]=1. The yield is 0.900. (4) The reactants are [NH2:1][C:2]1[C:11]([N+:12]([O-:14])=[O:13])=[CH:10][C:5]([C:6]([O:8][CH3:9])=[O:7])=[C:4](F)[C:3]=1[F:16].O1CCOCC1.[NH3:23]. The catalyst is O. The product is [NH2:23][C:4]1[C:3]([F:16])=[C:2]([NH2:1])[C:11]([N+:12]([O-:14])=[O:13])=[CH:10][C:5]=1[C:6]([O:8][CH3:9])=[O:7]. The yield is 0.920.